This data is from Reaction yield outcomes from USPTO patents with 853,638 reactions. The task is: Predict the reaction yield, written as a fraction of the theoretical maximum amount of product (1.0 means a 100% yield; for example, 0.34 means a 34% yield). The reactants are Cl[CH2:2][C:3]1[O:11][C:10]2[C:9]([C:12]3[CH:17]=[CH:16][N:15]=[C:14]([NH:18][C:19](=[O:21])[CH3:20])[CH:13]=3)=[CH:8][N:7]([CH3:22])[C:6](=[O:23])[C:5]=2[CH:4]=1.C(=O)([O-])[O-].[K+].[K+].[CH3:30][N:31]1[CH2:36][CH2:35][NH:34][CH2:33][C:32]1=[O:37]. The catalyst is CN(C=O)C.O. The product is [CH3:22][N:7]1[CH:8]=[C:9]([C:12]2[CH:17]=[CH:16][N:15]=[C:14]([NH:18][C:19](=[O:21])[CH3:20])[CH:13]=2)[C:10]2[O:11][C:3]([CH2:2][N:34]3[CH2:35][CH2:36][N:31]([CH3:30])[C:32](=[O:37])[CH2:33]3)=[CH:4][C:5]=2[C:6]1=[O:23]. The yield is 0.405.